This data is from Catalyst prediction with 721,799 reactions and 888 catalyst types from USPTO. The task is: Predict which catalyst facilitates the given reaction. (1) Reactant: [N+:1]([C:4]1[CH:5]=[C:6]2[C:10](=[CH:11][CH:12]=1)[NH:9][C:8]([C:13]([O:15][CH2:16][CH3:17])=[O:14])=[CH:7]2)([O-:3])=[O:2].[C:18](Cl)(=[O:25])[C:19]1[CH:24]=[CH:23][CH:22]=[CH:21][CH:20]=1.CCN(CC)CC.C([O-])(O)=O.[Na+]. Product: [C:18]([N:9]1[C:10]2[C:6](=[CH:5][C:4]([N+:1]([O-:3])=[O:2])=[CH:12][CH:11]=2)[CH:7]=[C:8]1[C:13]([O:15][CH2:16][CH3:17])=[O:14])(=[O:25])[C:19]1[CH:24]=[CH:23][CH:22]=[CH:21][CH:20]=1. The catalyst class is: 64. (2) Reactant: [O:1]=[C:2]1[C:10]2([C:22]3[C:13](=[CH:14][C:15]4[O:20][CH2:19][CH2:18][O:17][C:16]=4[CH:21]=3)[O:12][CH2:11]2)[C:9]2[C:4](=[CH:5][CH:6]=[CH:7][CH:8]=2)[N:3]1[CH2:23][C:24]1[O:28][C:27]([C:29]([OH:31])=O)=[CH:26][CH:25]=1.Cl.[CH3:33][NH:34][CH3:35].O.ON1C2C=CC=CC=2N=N1.CN1CCOCC1. Product: [CH3:33][N:34]([CH3:35])[C:29]([C:27]1[O:28][C:24]([CH2:23][N:3]2[C:4]3[C:9](=[CH:8][CH:7]=[CH:6][CH:5]=3)[C:10]3([C:22]4[C:13](=[CH:14][C:15]5[O:20][CH2:19][CH2:18][O:17][C:16]=5[CH:21]=4)[O:12][CH2:11]3)[C:2]2=[O:1])=[CH:25][CH:26]=1)=[O:31]. The catalyst class is: 9. (3) Reactant: [C:1]([C:5]1[CH:6]=[C:7]([NH:16][C:17]([NH:19][C:20]2[C:29]3[C:24](=[CH:25][CH:26]=[CH:27][CH:28]=3)[C:23]([O:30][C:31]3[CH:36]=[CH:35][N:34]=[C:33]([NH:37][C:38]4[CH:43]=[C:42]([O:44][CH2:45][CH2:46][O:47][CH2:48][CH2:49][O:50][CH2:51][CH2:52][O:53][CH3:54])[CH:41]=[C:40]([O:55][CH3:56])[CH:39]=4)[N:32]=3)=[CH:22][CH:21]=2)=[O:18])[C:8]([O:14][CH3:15])=[C:9]([CH:13]=1)[C:10](O)=[O:11])([CH3:4])([CH3:3])[CH3:2].[O:57]1[CH2:60][CH:59]([NH2:61])[CH2:58]1.C(N(CC)CC)C.C(P1(=O)OP(CCC)(=O)OP(CCC)(=O)O1)CC.CCOC(C)=O. Product: [C:1]([C:5]1[CH:6]=[C:7]([NH:16][C:17]([NH:19][C:20]2[C:29]3[C:24](=[CH:25][CH:26]=[CH:27][CH:28]=3)[C:23]([O:30][C:31]3[CH:36]=[CH:35][N:34]=[C:33]([NH:37][C:38]4[CH:43]=[C:42]([O:44][CH2:45][CH2:46][O:47][CH2:48][CH2:49][O:50][CH2:51][CH2:52][O:53][CH3:54])[CH:41]=[C:40]([O:55][CH3:56])[CH:39]=4)[N:32]=3)=[CH:22][CH:21]=2)=[O:18])[C:8]([O:14][CH3:15])=[C:9]([CH:13]=1)[C:10]([NH:61][CH:59]1[CH2:60][O:57][CH2:58]1)=[O:11])([CH3:4])([CH3:2])[CH3:3]. The catalyst class is: 2. (4) Reactant: [NH2:1][C:2]1[N:6]([CH:7]2[CH2:13][O:12][CH2:11][CH2:10][N:9](C(OC(C)(C)C)=O)[CH2:8]2)[N:5]=[C:4]([C:21]2[CH:26]=[CH:25][C:24]([O:27][C:28]3[CH:33]=[CH:32][CH:31]=[CH:30][CH:29]=3)=[CH:23][CH:22]=2)[C:3]=1[C:34]#[N:35].FC(F)(F)C(O)=O.C([SiH](CC)CC)C. Product: [NH2:1][C:2]1[N:6]([CH:7]2[CH2:13][O:12][CH2:11][CH2:10][NH:9][CH2:8]2)[N:5]=[C:4]([C:21]2[CH:22]=[CH:23][C:24]([O:27][C:28]3[CH:33]=[CH:32][CH:31]=[CH:30][CH:29]=3)=[CH:25][CH:26]=2)[C:3]=1[C:34]#[N:35]. The catalyst class is: 4. (5) Reactant: [NH2:1][C:2]1[N:7]=[CH:6][N:5]=[C:4]2[N:8]([CH:25]([C:27]3[O:28][C:29](=[O:43])[C:30]4[C:35]([C:36]=3[C:37]3[CH:42]=[CH:41][CH:40]=[CH:39][CH:38]=3)=[CH:34][CH:33]=[CH:32][CH:31]=4)[CH3:26])[N:9]=[C:10]([C:11]3[CH:12]=[N:13][CH:14]=[C:15]([O:17][Si](C(C)(C)C)(C)C)[CH:16]=3)[C:3]=12.[ClH:44]. Product: [ClH:44].[NH2:1][C:2]1[N:7]=[CH:6][N:5]=[C:4]2[N:8]([CH:25]([C:27]3[O:28][C:29](=[O:43])[C:30]4[C:35]([C:36]=3[C:37]3[CH:42]=[CH:41][CH:40]=[CH:39][CH:38]=3)=[CH:34][CH:33]=[CH:32][CH:31]=4)[CH3:26])[N:9]=[C:10]([C:11]3[CH:12]=[N:13][CH:14]=[C:15]([OH:17])[CH:16]=3)[C:3]=12. The catalyst class is: 14. (6) Reactant: [N+:1]([C:4]1[CH:8]=[N:7][N:6]([CH2:9][O:10][CH2:11][CH2:12][Si:13]([CH3:16])([CH3:15])[CH3:14])[C:5]=1[CH2:17][OH:18])([O-:3])=[O:2]. Product: [N+:1]([C:4]1[CH:8]=[N:7][N:6]([CH2:9][O:10][CH2:11][CH2:12][Si:13]([CH3:14])([CH3:15])[CH3:16])[C:5]=1[CH:17]=[O:18])([O-:3])=[O:2]. The catalyst class is: 428. (7) Reactant: [CH3:1][O:2][C:3]([C:5]1[N:6]=[C:7](Br)[N:8]([CH2:10][O:11][CH2:12][CH2:13][Si:14]([CH3:17])([CH3:16])[CH3:15])[CH:9]=1)=[O:4].C([Mg]Cl)(C)C.CN([CH:27]=[O:28])C. Product: [CH3:1][O:2][C:3]([C:5]1[N:6]=[C:7]([CH:27]=[O:28])[N:8]([CH2:10][O:11][CH2:12][CH2:13][Si:14]([CH3:17])([CH3:16])[CH3:15])[CH:9]=1)=[O:4]. The catalyst class is: 1. (8) Reactant: [CH2:1]([O:8][CH2:9][CH:10]([NH:13][CH3:14])[C:11]#[N:12])[C:2]1[CH:7]=[CH:6][CH:5]=[CH:4][CH:3]=1.CC(C[AlH]CC(C)C)C. Product: [CH2:1]([O:8][CH2:9][CH:10]([NH:13][CH3:14])[CH2:11][NH2:12])[C:2]1[CH:7]=[CH:6][CH:5]=[CH:4][CH:3]=1. The catalyst class is: 11. (9) Reactant: [CH2:1]([C:3]1[S:32][C:6]2[N:7]([CH2:17][C:18]3[CH:23]=[CH:22][C:21]([C:24]4[C:25]([C:30]#[N:31])=[CH:26][CH:27]=[CH:28][CH:29]=4)=[CH:20][CH:19]=3)[C:8](=[O:16])[N:9]([CH:12]([CH3:15])[CH:13]=[O:14])[C:10](=[O:11])[C:5]=2[CH:4]=1)[CH3:2].[CH3:33][O:34][C:35]1[CH:40]=[CH:39][C:38]([Mg]Br)=[CH:37][CH:36]=1. Product: [CH2:1]([C:3]1[S:32][C:6]2[N:7]([CH2:17][C:18]3[CH:23]=[CH:22][C:21]([C:24]4[C:25]([C:30]#[N:31])=[CH:26][CH:27]=[CH:28][CH:29]=4)=[CH:20][CH:19]=3)[C:8](=[O:16])[N:9]([CH:12]([CH3:15])[CH:13]([OH:14])[C:38]3[CH:39]=[CH:40][C:35]([O:34][CH3:33])=[CH:36][CH:37]=3)[C:10](=[O:11])[C:5]=2[CH:4]=1)[CH3:2]. The catalyst class is: 7.